From a dataset of Reaction yield outcomes from USPTO patents with 853,638 reactions. Predict the reaction yield, written as a fraction of the theoretical maximum amount of product (1.0 means a 100% yield; for example, 0.34 means a 34% yield). (1) The yield is 0.870. The reactants are Br[CH2:2][C:3]1[CH:8]=[CH:7][C:6]([F:9])=[CH:5][C:4]=1[S:10]([N:13]([CH3:15])[CH3:14])(=[O:12])=[O:11].[N-:16]=[N+:17]=[N-:18].[Na+]. The product is [N:16]([CH2:2][C:3]1[CH:8]=[CH:7][C:6]([F:9])=[CH:5][C:4]=1[S:10]([N:13]([CH3:15])[CH3:14])(=[O:12])=[O:11])=[N+:17]=[N-:18]. The catalyst is CN(C)C=O. (2) The yield is 0.370. The reactants are C[N:2](C)[CH:3]=[CH:4][C:5]([C:7]1[C:12](=[O:13])[CH:11]=[CH:10][N:9]([C:14]2[CH:19]=[CH:18][CH:17]=[C:16]([C:20]([F:23])([F:22])[F:21])[CH:15]=2)[N:8]=1)=O.Cl.[CH3:26][O:27][C:28]1[CH:33]=[CH:32][C:31]([NH:34]N)=[CH:30][CH:29]=1.CCN(CC)CC. The product is [CH3:26][O:27][C:28]1[CH:33]=[CH:32][C:31]([N:34]2[C:5]([C:7]3[C:12](=[O:13])[CH:11]=[CH:10][N:9]([C:14]4[CH:19]=[CH:18][CH:17]=[C:16]([C:20]([F:23])([F:22])[F:21])[CH:15]=4)[N:8]=3)=[CH:4][CH:3]=[N:2]2)=[CH:30][CH:29]=1. The catalyst is C(O)C. (3) The reactants are [CH3:1][C:2]1([CH2:7][CH2:8][CH:9]2[C:11]([CH3:13])([CH3:12])[O:10]2)[CH2:4][CH:3]1[CH2:5][OH:6].[H-].[Al+3].[Li+].[H-].[H-].[H-].C(OCC)(=O)C.O. The catalyst is C(OCC)C. The product is [OH:6][CH2:5][CH:3]1[CH2:4][C:2]1([CH2:7][CH2:8][CH2:9][C:11]([CH3:13])([OH:10])[CH3:12])[CH3:1]. The yield is 0.950. (4) The reactants are [C:1]([O:5][C:6](=[O:28])[NH:7][C@H:8]([C:10](=O)[NH:11][C:12]1[CH:17]=[CH:16][C:15]([F:18])=[CH:14][C:13]=1[NH:19][C:20]1[CH:21]=[N:22][C:23](F)=[CH:24][CH:25]=1)[CH3:9])([CH3:4])([CH3:3])[CH3:2].[CH3:29][O-:30].[Na+]. The catalyst is CO. The product is [C:1]([O:5][C:6](=[O:28])[NH:7][C@H:8]([C:10]1[N:19]([C:20]2[CH:21]=[N:22][C:23]([O:30][CH3:29])=[CH:24][CH:25]=2)[C:13]2[CH:14]=[C:15]([F:18])[CH:16]=[CH:17][C:12]=2[N:11]=1)[CH3:9])([CH3:4])([CH3:3])[CH3:2]. The yield is 0.270. (5) The reactants are CC1(C)[O:6][C@@H:5]([CH2:7][CH2:8][NH:9][C:10]([CH:12]2[CH:16]([C:17]3[CH:22]=[CH:21][CH:20]=[C:19]([Cl:23])[C:18]=3[F:24])[C:15]([C:27]3[CH:32]=[CH:31][C:30]([Br:33])=[CH:29][N:28]=3)([C:25]#[N:26])[CH:14]([CH2:34][C:35]([CH3:38])([CH3:37])[CH3:36])[NH:13]2)=[O:11])[CH2:4][O:3]1.Cl. The catalyst is O1CCCC1. The product is [OH:6][C@H:5]([CH2:4][OH:3])[CH2:7][CH2:8][NH:9][C:10]([CH:12]1[CH:16]([C:17]2[CH:22]=[CH:21][CH:20]=[C:19]([Cl:23])[C:18]=2[F:24])[C:15]([C:27]2[CH:32]=[CH:31][C:30]([Br:33])=[CH:29][N:28]=2)([C:25]#[N:26])[CH:14]([CH2:34][C:35]([CH3:36])([CH3:38])[CH3:37])[NH:13]1)=[O:11]. The yield is 0.910. (6) The reactants are [Cl:1][C:2]1[CH:18]=[CH:17][CH:16]=[C:15]([F:19])[C:3]=1[C:4](Cl)=[N:5][C:6]1[CH:11]=[CH:10][N:9]=[C:8]([Cl:12])[C:7]=1F.NC(N)=[S:22].N1C=CC=CC=1.C(N(CC)CC)C. The catalyst is C(O)(C)C. The product is [Cl:12][C:8]1[C:7]2[S:22][C:4]([C:3]3[C:15]([F:19])=[CH:16][CH:17]=[CH:18][C:2]=3[Cl:1])=[N:5][C:6]=2[CH:11]=[CH:10][N:9]=1. The yield is 0.860. (7) The reactants are [Cl:1][C:2]1[CH:7]=[CH:6][C:5]([S:8][CH2:9][C:10]2[CH:18]=[CH:17][C:13]([C:14](O)=[O:15])=[CH:12][CH:11]=2)=[C:4]([NH:19][S:20]([C:23]2[CH:28]=[CH:27][C:26]([Cl:29])=[C:25]([C:30]([F:33])([F:32])[F:31])[CH:24]=2)(=[O:22])=[O:21])[CH:3]=1.[C:34]([O:38][C:39](=[O:42])[CH2:40][NH2:41])([CH3:37])([CH3:36])[CH3:35].CN1CCOCC1.C(Cl)CCl. The catalyst is CN(C=O)C. The product is [Cl:1][C:2]1[CH:7]=[CH:6][C:5]([S:8][CH2:9][C:10]2[CH:11]=[CH:12][C:13]([C:14]([NH:41][CH2:40][C:39]([O:38][C:34]([CH3:37])([CH3:36])[CH3:35])=[O:42])=[O:15])=[CH:17][CH:18]=2)=[C:4]([NH:19][S:20]([C:23]2[CH:28]=[CH:27][C:26]([Cl:29])=[C:25]([C:30]([F:31])([F:32])[F:33])[CH:24]=2)(=[O:21])=[O:22])[CH:3]=1. The yield is 0.780.